Dataset: NCI-60 drug combinations with 297,098 pairs across 59 cell lines. Task: Regression. Given two drug SMILES strings and cell line genomic features, predict the synergy score measuring deviation from expected non-interaction effect. (1) Synergy scores: CSS=25.5, Synergy_ZIP=-1.95, Synergy_Bliss=-0.831, Synergy_Loewe=-19.8, Synergy_HSA=1.11. Drug 2: CN(C(=O)NC(C=O)C(C(C(CO)O)O)O)N=O. Cell line: PC-3. Drug 1: CCC1=CC2CC(C3=C(CN(C2)C1)C4=CC=CC=C4N3)(C5=C(C=C6C(=C5)C78CCN9C7C(C=CC9)(C(C(C8N6C)(C(=O)OC)O)OC(=O)C)CC)OC)C(=O)OC.C(C(C(=O)O)O)(C(=O)O)O. (2) Drug 1: C1=CC(=C2C(=C1NCCNCCO)C(=O)C3=C(C=CC(=C3C2=O)O)O)NCCNCCO. Drug 2: CC1C(C(CC(O1)OC2CC(OC(C2O)C)OC3=CC4=CC5=C(C(=O)C(C(C5)C(C(=O)C(C(C)O)O)OC)OC6CC(C(C(O6)C)O)OC7CC(C(C(O7)C)O)OC8CC(C(C(O8)C)O)(C)O)C(=C4C(=C3C)O)O)O)O. Cell line: MOLT-4. Synergy scores: CSS=74.7, Synergy_ZIP=8.26, Synergy_Bliss=7.00, Synergy_Loewe=-18.8, Synergy_HSA=5.76. (3) Synergy scores: CSS=10.3, Synergy_ZIP=7.37, Synergy_Bliss=2.81, Synergy_Loewe=-3.47, Synergy_HSA=2.40. Drug 2: C1CN(P(=O)(OC1)NCCCl)CCCl. Cell line: KM12. Drug 1: C1CCC(CC1)NC(=O)N(CCCl)N=O. (4) Drug 1: C(CCl)NC(=O)N(CCCl)N=O. Drug 2: N.N.Cl[Pt+2]Cl. Cell line: NCI-H322M. Synergy scores: CSS=-8.77, Synergy_ZIP=5.09, Synergy_Bliss=3.76, Synergy_Loewe=-7.57, Synergy_HSA=-5.50. (5) Drug 1: C1=NNC2=C1C(=O)NC=N2. Drug 2: N.N.Cl[Pt+2]Cl. Cell line: MOLT-4. Synergy scores: CSS=54.1, Synergy_ZIP=-0.728, Synergy_Bliss=0.169, Synergy_Loewe=-5.02, Synergy_HSA=2.02. (6) Drug 1: C1CN1C2=NC(=NC(=N2)N3CC3)N4CC4. Drug 2: CC1CCCC2(C(O2)CC(NC(=O)CC(C(C(=O)C(C1O)C)(C)C)O)C(=CC3=CSC(=N3)C)C)C. Cell line: SNB-19. Synergy scores: CSS=42.7, Synergy_ZIP=-5.73, Synergy_Bliss=-7.30, Synergy_Loewe=-10.4, Synergy_HSA=-2.01. (7) Drug 1: CC1=CC2C(CCC3(C2CCC3(C(=O)C)OC(=O)C)C)C4(C1=CC(=O)CC4)C. Drug 2: C#CCC(CC1=CN=C2C(=N1)C(=NC(=N2)N)N)C3=CC=C(C=C3)C(=O)NC(CCC(=O)O)C(=O)O. Cell line: HCT116. Synergy scores: CSS=-2.10, Synergy_ZIP=-8.27, Synergy_Bliss=-16.8, Synergy_Loewe=-35.9, Synergy_HSA=-16.7. (8) Drug 1: C1=CN(C(=O)N=C1N)C2C(C(C(O2)CO)O)O.Cl. Drug 2: CCN(CC)CCCC(C)NC1=C2C=C(C=CC2=NC3=C1C=CC(=C3)Cl)OC. Cell line: HCC-2998. Synergy scores: CSS=45.8, Synergy_ZIP=-5.34, Synergy_Bliss=-5.54, Synergy_Loewe=-10.6, Synergy_HSA=-1.49. (9) Drug 1: CCC(=C(C1=CC=CC=C1)C2=CC=C(C=C2)OCCN(C)C)C3=CC=CC=C3.C(C(=O)O)C(CC(=O)O)(C(=O)O)O. Drug 2: CN(CCCl)CCCl.Cl. Cell line: MDA-MB-231. Synergy scores: CSS=9.23, Synergy_ZIP=-5.38, Synergy_Bliss=-6.83, Synergy_Loewe=-9.68, Synergy_HSA=-4.26. (10) Drug 1: C1CN(P(=O)(OC1)NCCCl)CCCl. Drug 2: C1C(C(OC1N2C=NC(=NC2=O)N)CO)O. Cell line: NCI-H460. Synergy scores: CSS=13.0, Synergy_ZIP=-4.11, Synergy_Bliss=1.78, Synergy_Loewe=-11.1, Synergy_HSA=4.69.